Predict which catalyst facilitates the given reaction. From a dataset of Catalyst prediction with 721,799 reactions and 888 catalyst types from USPTO. (1) Reactant: [NH2:1][C:2]1[C:7]([C:8]2[CH:13]=[CH:12][C:11]([OH:14])=[CH:10][CH:9]=2)=[C:6]([CH2:15][CH3:16])[C:5](Br)=[CH:4][N:3]=1.[N:18]1[NH:19][CH:20]=[C:21]2[C:26]=1[CH:25]=[C:24](B(O)O)[CH:23]=[CH:22]2.C([O-])([O-])=O.[K+].[K+].O. Product: [NH2:1][C:2]1[C:7]([C:8]2[CH:13]=[CH:12][C:11]([OH:14])=[CH:10][CH:9]=2)=[C:6]([CH2:15][CH3:16])[C:5]([C:23]2[CH:22]=[C:21]3[C:26](=[CH:25][CH:24]=2)[NH:18][N:19]=[CH:20]3)=[CH:4][N:3]=1. The catalyst class is: 294. (2) Reactant: [N:1]1([C:6]2[N:11]=[C:10]([NH:12][CH2:13][CH2:14][N:15]([CH3:19])[CH2:16][CH2:17][NH2:18])[CH:9]=[C:8]([N:20]3[CH2:24][CH2:23][CH2:22][CH2:21]3)[N:7]=2)[CH2:5][CH2:4][CH2:3][CH2:2]1.[Cl:25][C:26]1[CH:31]=[CH:30][C:29]([N:32]=[C:33]=[O:34])=[CH:28][C:27]=1[C:35]([F:38])([F:37])[F:36].CCOCC. Product: [Cl:25][C:26]1[CH:31]=[CH:30][C:29]([NH:32][C:33]([NH:18][CH2:17][CH2:16][N:15]([CH2:14][CH2:13][NH:12][C:10]2[CH:9]=[C:8]([N:20]3[CH2:21][CH2:22][CH2:23][CH2:24]3)[N:7]=[C:6]([N:1]3[CH2:5][CH2:4][CH2:3][CH2:2]3)[N:11]=2)[CH3:19])=[O:34])=[CH:28][C:27]=1[C:35]([F:36])([F:37])[F:38]. The catalyst class is: 4. (3) Reactant: Br[C:2]1[CH:7]=[CH:6][CH:5]=[CH:4][C:3]=1[Cl:8].C([Li])CCC.[S:14]1[C:18]2[CH:19]=[CH:20][CH:21]=[CH:22][C:17]=2[CH:16]=[C:15]1[CH:23]=[N:24][S:25]([C:28]1[CH:38]=[CH:37][C:31]2[O:32][CH2:33][CH2:34][CH2:35][O:36][C:30]=2[CH:29]=1)(=[O:27])=[O:26].[Cl-].[NH4+]. Product: [S:14]1[C:18]2[CH:19]=[CH:20][CH:21]=[CH:22][C:17]=2[CH:16]=[C:15]1[CH:23]([C:2]1[CH:7]=[CH:6][CH:5]=[CH:4][C:3]=1[Cl:8])[NH:24][S:25]([C:28]1[CH:38]=[CH:37][C:31]2[O:32][CH2:33][CH2:34][CH2:35][O:36][C:30]=2[CH:29]=1)(=[O:26])=[O:27]. The catalyst class is: 188. (4) Reactant: [N:1]1[CH:6]=[CH:5][C:4]([CH:7]2[CH2:11][CH2:10][N:9]([C:12]([O:14][CH:15]3[CH:22]4[CH2:23][C:18]5([OH:25])[CH2:19][CH:20]([CH2:24][CH:16]3[CH2:17]5)[CH2:21]4)=[O:13])[CH2:8]2)=[CH:3][CH:2]=1.C1C=C(Cl)C=C(C(OO)=[O:34])C=1. Product: [OH:25][C:18]12[CH2:23][CH:22]3[CH2:21][CH:20]([CH2:24][CH:16]([CH:15]3[O:14][C:12]([N:9]3[CH2:10][CH2:11][CH:7]([C:4]4[CH:5]=[CH:6][N+:1]([O-:34])=[CH:2][CH:3]=4)[CH2:8]3)=[O:13])[CH2:17]1)[CH2:19]2. The catalyst class is: 61. (5) Reactant: [Cl:1][C:2]1[CH:7]=[CH:6][C:5]([N:8]2[C:14](=[O:15])[CH2:13][C:12](=O)[NH:11][C:10]3[CH:17]=[CH:18][CH:19]=[CH:20][C:9]2=3)=[CH:4][CH:3]=1.P12(SP3(SP(SP(S3)(S1)=S)(=S)S2)=S)=[S:22]. Product: [Cl:1][C:2]1[CH:7]=[CH:6][C:5]([N:8]2[C:14](=[O:15])[CH2:13][C:12](=[S:22])[NH:11][C:10]3[CH:17]=[CH:18][CH:19]=[CH:20][C:9]2=3)=[CH:4][CH:3]=1. The catalyst class is: 17. (6) Reactant: ClC1C(NC2C=CC=CC=2S(C(C)C)(=O)=O)=NC(NC2C=C3C(CN([CH:19]4[CH2:24][CH2:23][NH:22][CH2:21][CH2:20]4)C3=O)=CC=2OC(C)C)=NC=1.C(N(CC)CC)C.Cl[C:50]([O:52][CH2:53][CH3:54])=[O:51]. Product: [CH2:53]([O:52][C:50]([N:22]1[CH2:21][CH2:20][CH2:19][CH2:24][CH2:23]1)=[O:51])[CH3:54]. The catalyst class is: 3. (7) Reactant: [S:1]1[C:5]([CH2:6][CH2:7][N:8]([CH3:10])[CH3:9])=[CH:4][C:3]2[CH:11]=[CH:12][CH:13]=[CH:14][C:2]1=2.[F:15][C:16]1[CH:24]=[CH:23][C:19]([C:20](Cl)=[O:21])=[CH:18][CH:17]=1.[Cl-].[Al+3].[Cl-].[Cl-]. Product: [CH3:9][N:8]([CH3:10])[CH2:7][CH2:6][C:5]1[S:1][C:2]2[CH:14]=[CH:13][CH:12]=[CH:11][C:3]=2[C:4]=1[C:20]([C:19]1[CH:23]=[CH:24][C:16]([F:15])=[CH:17][CH:18]=1)=[O:21]. The catalyst class is: 68. (8) Reactant: [CH3:1][N:2]1[CH:6]=[C:5]([NH:7][C:8]([C:10]2[N:11]([CH3:18])[CH:12]=[C:13]([N+:15]([O-])=O)[CH:14]=2)=[O:9])[CH:4]=[C:3]1[C:19]([NH:21][CH2:22][CH2:23]N1CCOCC1)=[O:20]. Product: [NH2:15][C:13]1[CH:14]=[C:10]([C:8]([NH:7][C:5]2[CH:4]=[C:3]([C:19]([NH:21][CH2:22][CH2:23][CH2:1][N:2]([CH3:6])[CH3:3])=[O:20])[N:2]([CH3:1])[CH:6]=2)=[O:9])[N:11]([CH3:18])[CH:12]=1. The catalyst class is: 19. (9) Reactant: [Cl:1][C:2]1[C:3]([CH2:29][CH3:30])=[C:4]([NH:10][C@H:11]([C@@H:26]([OH:28])[CH3:27])[C:12]([NH:14][NH:15][C:16](=O)[C:17]2[CH:22]=[CH:21][C:20]([C:23]#[N:24])=[CH:19][CH:18]=2)=[O:13])[CH:5]=[CH:6][C:7]=1[C:8]#[N:9].C(NP1(N(CC)CC)N(C)CCCN1C)(C)(C)C. The catalyst class is: 1. Product: [Cl:1][C:2]1[C:3]([CH2:29][CH3:30])=[C:4]([NH:10][C@@H:11]([C:12]2[O:13][C:16]([C:17]3[CH:18]=[CH:19][C:20]([C:23]#[N:24])=[CH:21][CH:22]=3)=[N:15][N:14]=2)[C@@H:26]([OH:28])[CH3:27])[CH:5]=[CH:6][C:7]=1[C:8]#[N:9]. (10) Product: [Cl:14][C:9]1[CH:8]=[C:7]([C:5]2[N:6]=[C:2]([N:23]3[CH:24]=[CH:25][N:26]=[C:22]3[CH3:21])[O:3][C:4]=2[CH2:15][CH2:16][C:17]([O:19][CH3:20])=[O:18])[CH:12]=[CH:11][C:10]=1[Cl:13]. The catalyst class is: 9. Reactant: Cl[C:2]1[O:3][C:4]([CH2:15][CH2:16][C:17]([O:19][CH3:20])=[O:18])=[C:5]([C:7]2[CH:12]=[CH:11][C:10]([Cl:13])=[C:9]([Cl:14])[CH:8]=2)[N:6]=1.[CH3:21][C:22]1[NH:23][CH:24]=[CH:25][N:26]=1.C(=O)([O-])[O-].[K+].[K+].